Predict the reaction yield, written as a fraction of the theoretical maximum amount of product (1.0 means a 100% yield; for example, 0.34 means a 34% yield). From a dataset of Reaction yield outcomes from USPTO patents with 853,638 reactions. (1) The reactants are Br[C:2]1[C:25](=[O:26])[N:24]([CH2:27][CH3:28])[C:5]2[N:6]=[C:7]([NH:10][C:11]3[CH:16]=[CH:15][C:14]([N:17]4[CH2:22][CH2:21][N:20]([CH3:23])[CH2:19][CH2:18]4)=[CH:13][CH:12]=3)[N:8]=[CH:9][C:4]=2[CH:3]=1.[B:29]1(B2OC(C)(C)C(C)(C)O2)[O:33]C(C)(C)C(C)(C)[O:30]1.C([O-])(=O)C.[K+]. The catalyst is C1(C)C=CC=CC=1.Cl[Pd](Cl)([P](C1C=CC=CC=1)(C1C=CC=CC=1)C1C=CC=CC=1)[P](C1C=CC=CC=1)(C1C=CC=CC=1)C1C=CC=CC=1. The product is [CH2:27]([N:24]1[C:5]2[N:6]=[C:7]([NH:10][C:11]3[CH:16]=[CH:15][C:14]([N:17]4[CH2:22][CH2:21][N:20]([CH3:23])[CH2:19][CH2:18]4)=[CH:13][CH:12]=3)[N:8]=[CH:9][C:4]=2[CH:3]=[C:2]([B:29]([OH:33])[OH:30])[C:25]1=[O:26])[CH3:28]. The yield is 0.180. (2) The reactants are [OH-:1].[Na+].BrBr.[C:5]([C:9]1[CH:14]=[CH:13][C:12]([C:15](=[O:17])C)=[C:11]([Br:18])[CH:10]=1)([CH3:8])([CH3:7])[CH3:6]. The catalyst is O.O1CCOCC1. The product is [C:5]([C:9]1[CH:14]=[CH:13][C:12]([C:15]([OH:17])=[O:1])=[C:11]([Br:18])[CH:10]=1)([CH3:6])([CH3:7])[CH3:8]. The yield is 1.00. (3) The reactants are [Br:1][C:2]1[CH:3]=[CH:4][C:5]2[O:10][CH2:9][C:8](=[O:11])[CH2:7][C:6]=2[CH:12]=1.[CH2:13](O)[CH2:14][OH:15].C1(C)C=CC(S(O)(=O)=O)=CC=1. The catalyst is C1(C)C=CC=CC=1. The product is [Br:1][C:2]1[CH:3]=[CH:4][C:5]2[O:10][CH2:9][C:8]3([O:15][CH2:14][CH2:13][O:11]3)[CH2:7][C:6]=2[CH:12]=1. The yield is 0.790. (4) The reactants are [F:1][C:2]1[CH:7]=[CH:6][CH:5]=[C:4]([F:8])[C:3]=1[C:9]1[N:14]=[C:13]([NH:15][CH:16]2[CH2:18][CH2:17]2)[N:12]=[C:11](Cl)[C:10]=1[C:20]#[N:21].[SH:22][CH2:23][C:24]([NH2:26])=[O:25].C([O-])([O-])=O.[Na+].[Na+].CC[O-].[Na+]. The catalyst is C(O)C.O. The product is [NH2:21][C:20]1[C:10]2[C:9]([C:3]3[C:2]([F:1])=[CH:7][CH:6]=[CH:5][C:4]=3[F:8])=[N:14][C:13]([NH:15][CH:16]3[CH2:18][CH2:17]3)=[N:12][C:11]=2[S:22][C:23]=1[C:24]([NH2:26])=[O:25]. The yield is 0.0200. (5) The yield is 0.818. The catalyst is C(#N)C.CC#N.CC#N.CC#N.CC#N.F[P-](F)(F)(F)(F)F.[Cu+]. The reactants are [Cl:1][C:2]1[CH:7]=[CH:6][C:5]([CH:8]=[CH2:9])=[CH:4][CH:3]=1.[N+:10]([C:13]1[CH:18]=[CH:17][C:16]([S:19]([N:22]=C2CCCCI2C2C=CC=CC=2)(=[O:21])=[O:20])=[CH:15][CH:14]=1)([O-:12])=[O:11]. The product is [Cl:1][C:2]1[CH:7]=[CH:6][C:5]([CH:8]2[CH2:9][N:22]2[S:19]([C:16]2[CH:15]=[CH:14][C:13]([N+:10]([O-:12])=[O:11])=[CH:18][CH:17]=2)(=[O:21])=[O:20])=[CH:4][CH:3]=1. (6) The reactants are [CH2:1]([O:3]CC)C.Br[C:7]1[CH:8]=[CH:9][C:10]([O:13][C:14]2[CH:19]=[CH:18][CH:17]=[C:16]([F:20])[CH:15]=2)=[N:11][CH:12]=1.C([Li])CCC.CN(C)C=O. The catalyst is O. The product is [F:20][C:16]1[CH:15]=[C:14]([CH:19]=[CH:18][CH:17]=1)[O:13][C:10]1[N:11]=[CH:12][C:7]([CH:1]=[O:3])=[CH:8][CH:9]=1. The yield is 0.520.